This data is from Forward reaction prediction with 1.9M reactions from USPTO patents (1976-2016). The task is: Predict the product of the given reaction. (1) Given the reactants [CH2:1]([N:8]([CH2:14][CH2:15][OH:16])[CH2:9][CH:10](O)[CH2:11][CH3:12])[C:2]1[CH:7]=[CH:6][CH:5]=[CH:4][CH:3]=1.OS(O)(=O)=O.[OH-].[Na+], predict the reaction product. The product is: [CH2:1]([N:8]1[CH2:14][CH2:15][O:16][CH:10]([CH2:11][CH3:12])[CH2:9]1)[C:2]1[CH:3]=[CH:4][CH:5]=[CH:6][CH:7]=1. (2) Given the reactants [Br:1][C:2]1[CH:3]=[C:4]([NH2:12])[C:5]2[N:6]([CH:8]=[C:9]([CH3:11])[N:10]=2)[CH:7]=1.[CH3:13][C:14]1[CH:21]=[CH:20][CH:19]=[C:18]([CH3:22])[C:15]=1[CH2:16]Cl.[I-].[K+].C(=O)([O-])[O-].[Na+].[Na+], predict the reaction product. The product is: [Br:1][C:2]1[CH:3]=[C:4]([NH:12][CH2:16][C:15]2[C:18]([CH3:22])=[CH:19][CH:20]=[CH:21][C:14]=2[CH3:13])[C:5]2[N:6]([CH:8]=[C:9]([CH3:11])[N:10]=2)[CH:7]=1. (3) Given the reactants [C:1]([Si:5]([CH2:25]C)([CH2:23]C)[O:6][CH2:7][C:8]1[CH:13]=[C:12]([C:14]([F:17])([F:16])[F:15])[N:11]=[C:10]([O:18][CH3:19])[C:9]=1[CH2:20][CH:21]=O)([CH3:4])([CH3:3])[CH3:2].[NH2:27][CH:28]([C:35]1[CH:40]=[CH:39][CH:38]=[CH:37][CH:36]=1)[C:29]1[CH:34]=[CH:33][CH:32]=[CH:31][CH:30]=1.C(O[BH-](OC(=O)C)OC(=O)C)(=O)C.[Na+], predict the reaction product. The product is: [CH:28]([NH:27][CH2:21][CH2:20][C:9]1[C:10]([O:18][CH3:19])=[N:11][C:12]([C:14]([F:16])([F:15])[F:17])=[CH:13][C:8]=1[CH2:7][O:6][Si:5]([C:1]([CH3:4])([CH3:3])[CH3:2])([CH3:23])[CH3:25])([C:29]1[CH:34]=[CH:33][CH:32]=[CH:31][CH:30]=1)[C:35]1[CH:40]=[CH:39][CH:38]=[CH:37][CH:36]=1. (4) Given the reactants [H-].[Na+].[O:3]1[CH2:8][CH2:7][CH2:6][CH2:5][CH:4]1[N:9]1[C:17]2[C:12](=[CH:13][C:14]([C:18]#[C:19][CH2:20][OH:21])=[CH:15][CH:16]=2)[CH:11]=[N:10]1.I[CH3:23], predict the reaction product. The product is: [CH3:23][O:21][CH2:20][C:19]#[C:18][C:14]1[CH:13]=[C:12]2[C:17](=[CH:16][CH:15]=1)[N:9]([CH:4]1[CH2:5][CH2:6][CH2:7][CH2:8][O:3]1)[N:10]=[CH:11]2. (5) The product is: [F:1][C:2]1[CH:11]=[C:10]([C:24]2[CH:25]=[CH:26][C:21]([F:20])=[CH:22][CH:23]=2)[CH:9]=[CH:8][C:3]=1[C:4]([O:6][CH3:7])=[O:5]. Given the reactants [F:1][C:2]1[CH:11]=[C:10](OS(C(F)(F)F)(=O)=O)[CH:9]=[CH:8][C:3]=1[C:4]([O:6][CH3:7])=[O:5].[F:20][C:21]1[CH:26]=[CH:25][C:24](B(O)O)=[CH:23][CH:22]=1, predict the reaction product. (6) Given the reactants Br[C:2]1[CH:7]=[CH:6][C:5]([O:8][CH2:9][CH2:10][CH2:11][Cl:12])=[CH:4][CH:3]=1.C(=O)([O-])[O-].[K+].[K+].[N:19]1[CH:24]=[CH:23][C:22](B(O)O)=[CH:21][CH:20]=1, predict the reaction product. The product is: [Cl:12][CH2:11][CH2:10][CH2:9][O:8][C:5]1[CH:6]=[CH:7][C:2]([C:22]2[CH:23]=[CH:24][N:19]=[CH:20][CH:21]=2)=[CH:3][CH:4]=1.